From a dataset of Forward reaction prediction with 1.9M reactions from USPTO patents (1976-2016). Predict the product of the given reaction. (1) Given the reactants [NH:1]1[C:14]2[CH:13]=[N:12][C:11]3[C:6](=[CH:7][CH:8]=[CH:9][CH:10]=3)[C:5]=2[O:4][CH2:3][C:2]1=O.[H-].[Al+3].[Li+].[H-].[H-].[H-].O.[OH-].[Na+], predict the reaction product. The product is: [NH:1]1[C:14]2[CH:13]=[N:12][C:11]3[C:6](=[CH:7][CH:8]=[CH:9][CH:10]=3)[C:5]=2[O:4][CH2:3][CH2:2]1. (2) The product is: [Cl:20][C:16]1[CH:15]=[C:14]([NH:13][C@@H:11]2[CH2:12][NH:8][C@H:9]([C:21]([OH:23])=[O:22])[CH2:10]2)[CH:19]=[CH:18][CH:17]=1. Given the reactants C(OC([N:8]1[CH2:12][CH:11]([NH:13][C:14]2[CH:19]=[CH:18][CH:17]=[C:16]([Cl:20])[CH:15]=2)[CH2:10][CH:9]1[C:21]([OH:23])=[O:22])=O)(C)(C)C.CCOCC, predict the reaction product. (3) Given the reactants [Br:1][C:2]1[N:7]=[C:6]([NH:8][C:9]2[CH:17]=[CH:16][C:12]([C:13]([OH:15])=O)=[C:11]([N+:18]([O-:20])=[O:19])[CH:10]=2)[C:5](=[O:21])[N:4]([CH3:22])[CH:3]=1.F[P-](F)(F)(F)(F)F.N1(O[P+](N(C)C)(N(C)C)N(C)C)C2C=CC=CC=2N=N1.C(N(C(C)C)CC)(C)C.[CH3:59][NH:60][CH2:61][CH2:62][OH:63], predict the reaction product. The product is: [Br:1][C:2]1[N:7]=[C:6]([NH:8][C:9]2[CH:17]=[CH:16][C:12]([C:13]([N:60]([CH2:61][CH2:62][OH:63])[CH3:59])=[O:15])=[C:11]([N+:18]([O-:20])=[O:19])[CH:10]=2)[C:5](=[O:21])[N:4]([CH3:22])[CH:3]=1. (4) Given the reactants [CH3:1][C:2]([O:5][C:6]([N:8]([CH2:26][CH3:27])[C@@H:9]1[CH2:13][CH2:12][N:11]([C:14]2[C:19]([C:20](OC(C)C)=[O:21])=[CH:18][CH:17]=[CH:16][N:15]=2)[CH2:10]1)=[O:7])([CH3:4])[CH3:3].[H-].[H-].[H-].[H-].[Li+].[Al+3], predict the reaction product. The product is: [CH2:26]([N:8]([C@@H:9]1[CH2:13][CH2:12][N:11]([C:14]2[C:19]([CH2:20][OH:21])=[CH:18][CH:17]=[CH:16][N:15]=2)[CH2:10]1)[C:6](=[O:7])[O:5][C:2]([CH3:4])([CH3:1])[CH3:3])[CH3:27]. (5) Given the reactants [C:1]([C@@H:4]([NH:12][C:13](=[O:22])[O:14]CC1C=CN=CC=1)[CH2:5][C:6]1[CH:11]=[CH:10][CH:9]=[CH:8][CH:7]=1)([OH:3])=O.CC[N:25]([CH:29]([CH3:31])C)[CH:26]([CH3:28])C.CN(C(ON1N=N[C:42]2C=CC(=C[C:41]1=2)[Cl:46])=[N+](C)C)C.F[P-](F)(F)(F)(F)F.[CH3:57][NH:58][CH2:59][CH2:60][C:61]1[CH:66]=[CH:65][CH:64]=[CH:63][CH:62]=1.Cl.CCOCC, predict the reaction product. The product is: [ClH:46].[N:25]1[CH:26]=[CH:28][C:41]([CH2:42][N:12]([C@@H:4]([CH2:5][C:6]2[CH:7]=[CH:8][CH:9]=[CH:10][CH:11]=2)[C:1]([N:58]([CH3:57])[CH2:59][CH2:60][C:61]2[CH:66]=[CH:65][CH:64]=[CH:63][CH:62]=2)=[O:3])[C:13](=[O:22])[OH:14])=[CH:31][CH:29]=1.